Dataset: Catalyst prediction with 721,799 reactions and 888 catalyst types from USPTO. Task: Predict which catalyst facilitates the given reaction. Reactant: [CH3:1][C:2]1[N:7]=[C:6]([C:8]2[CH:13]=[CH:12][CH:11]=[CH:10][C:9]=2[C:14]([F:17])([F:16])[F:15])[N:5]=[C:4]([NH2:18])[C:3]=1[N+:19]([O-:21])=[O:20].[H-].[Na+].[C:24]([C:28]1[CH:29]=[C:30]([C:34](Cl)=[O:35])[N:31]([CH3:33])[N:32]=1)([CH3:27])([CH3:26])[CH3:25]. Product: [CH3:1][C:2]1[N:7]=[C:6]([C:8]2[CH:13]=[CH:12][CH:11]=[CH:10][C:9]=2[C:14]([F:15])([F:16])[F:17])[N:5]=[C:4]([NH:18][C:34]([C:30]2[N:31]([CH3:33])[N:32]=[C:28]([C:24]([CH3:26])([CH3:25])[CH3:27])[CH:29]=2)=[O:35])[C:3]=1[N+:19]([O-:21])=[O:20]. The catalyst class is: 1.